This data is from Full USPTO retrosynthesis dataset with 1.9M reactions from patents (1976-2016). The task is: Predict the reactants needed to synthesize the given product. (1) Given the product [F:1][C:2]1[CH:7]=[CH:6][C:5]([F:8])=[CH:4][C:3]=1[C:9]1[CH2:13][N:12]([C:14]([C@@H:16]([NH:21][C:22](=[O:33])[O:23][CH2:24][CH2:25][OH:42])[C:17]([CH3:19])([CH3:20])[CH3:18])=[O:15])[C@H:11]([C:34]2[CH:35]=[CH:36][CH:37]=[CH:38][CH:39]=2)[CH:10]=1, predict the reactants needed to synthesize it. The reactants are: [F:1][C:2]1[CH:7]=[CH:6][C:5]([F:8])=[CH:4][C:3]=1[C:9]1[CH2:13][N:12]([C:14]([C@@H:16]([NH:21][C:22](=[O:33])[O:23][C:24]2C=CC([N+]([O-])=O)=C[CH:25]=2)[C:17]([CH3:20])([CH3:19])[CH3:18])=[O:15])[C@H:11]([C:34]2[CH:39]=[CH:38][CH:37]=[CH:36][CH:35]=2)[CH:10]=1.C(O)C[OH:42]. (2) Given the product [Cl:17][C:18]1[CH:19]=[CH:20][C:21]([CH2:22][NH:23][C:24]([C:26]2[C:27](=[O:39])[C:28]3[CH:35]=[C:34]([CH2:36][N:37]([CH3:38])[CH2:8][C:9](=[O:10])[C:11]4[CH:16]=[N:15][CH:14]=[CH:13][N:12]=4)[S:33][C:29]=3[N:30]([CH3:32])[CH:31]=2)=[O:25])=[CH:40][CH:41]=1, predict the reactants needed to synthesize it. The reactants are: C(=O)([O-])[O-].[Cs+].[Cs+].Cl[CH2:8][C:9]([C:11]1[CH:16]=[N:15][CH:14]=[CH:13][N:12]=1)=[O:10].[Cl:17][C:18]1[CH:41]=[CH:40][C:21]([CH2:22][NH:23][C:24]([C:26]2[C:27](=[O:39])[C:28]3[CH:35]=[C:34]([CH2:36][NH:37][CH3:38])[S:33][C:29]=3[N:30]([CH3:32])[CH:31]=2)=[O:25])=[CH:20][CH:19]=1. (3) Given the product [F:34][C:25]1[CH:26]=[CH:27][C:28]([C:30]([F:31])([F:32])[F:33])=[CH:29][C:24]=1[C:22]1[O:21][N:20]=[C:19]([CH2:18][N:3]2[C:4]3[C:9](=[C:8]([C:11]([F:12])([F:14])[F:13])[C:7]([C:15]#[N:16])=[CH:6][CH:5]=3)[CH:10]=[C:2]2[CH3:1])[N:23]=1, predict the reactants needed to synthesize it. The reactants are: [CH3:1][C:2]1[NH:3][C:4]2[C:9]([CH:10]=1)=[C:8]([C:11]([F:14])([F:13])[F:12])[C:7]([C:15]#[N:16])=[CH:6][CH:5]=2.Cl[CH2:18][C:19]1[N:23]=[C:22]([C:24]2[CH:29]=[C:28]([C:30]([F:33])([F:32])[F:31])[CH:27]=[CH:26][C:25]=2[F:34])[O:21][N:20]=1. (4) Given the product [F:35][C:29]1[CH:30]=[C:31]([F:34])[CH:32]=[CH:33][C:28]=1[NH:27][C:16]1[C:15]2[C:20](=[CH:21][C:12]([O:11][CH2:10][CH2:9][OH:8])=[C:13]([N:36]3[CH2:37][CH2:38][N:39]([CH3:42])[CH2:40][CH2:41]3)[CH:14]=2)[N:19]=[CH:18][C:17]=1[C:22]([NH2:45])=[O:23], predict the reactants needed to synthesize it. The reactants are: [Si]([O:8][CH2:9][CH2:10][O:11][C:12]1[CH:21]=[C:20]2[C:15]([C:16]([NH:27][C:28]3[CH:33]=[CH:32][C:31]([F:34])=[CH:30][C:29]=3[F:35])=[C:17]([C:22](OCC)=[O:23])[CH:18]=[N:19]2)=[CH:14][C:13]=1[N:36]1[CH2:41][CH2:40][N:39]([CH3:42])[CH2:38][CH2:37]1)(C(C)(C)C)(C)C.C([NH2:45])=O.C[O-].[Na+].CO. (5) The reactants are: Cl.[C:2]1([NH:8]N)[CH:7]=[CH:6][CH:5]=[CH:4][CH:3]=1.Cl.[CH2:11]([N:13]1[CH2:18][CH2:17][C:16](=O)[CH2:15][CH2:14]1)[CH3:12]. Given the product [CH2:11]([N:13]1[CH2:18][CH2:17][C:16]2[NH:8][C:2]3[CH:7]=[CH:6][CH:5]=[CH:4][C:3]=3[C:15]=2[CH2:14]1)[CH3:12], predict the reactants needed to synthesize it.